Task: Predict the reactants needed to synthesize the given product.. Dataset: Full USPTO retrosynthesis dataset with 1.9M reactions from patents (1976-2016) Given the product [CH3:1][C:2]1[C:7]([NH2:8])=[CH:6][CH:5]=[C:4]([O:11][CH:12]2[CH2:16][CH2:15][N:14]([C:17](=[O:20])[CH2:18][CH3:19])[CH2:13]2)[N:3]=1, predict the reactants needed to synthesize it. The reactants are: [CH3:1][C:2]1[C:7]([N+:8]([O-])=O)=[CH:6][CH:5]=[C:4]([O:11][CH:12]2[CH2:16][CH2:15][N:14]([C:17](=[O:20])[CH2:18][CH3:19])[CH2:13]2)[N:3]=1.